From a dataset of Reaction yield outcomes from USPTO patents with 853,638 reactions. Predict the reaction yield, written as a fraction of the theoretical maximum amount of product (1.0 means a 100% yield; for example, 0.34 means a 34% yield). (1) The reactants are Br[C:2]1[CH:7]=[CH:6][CH:5]=[CH:4][N:3]=1.[CH2:8]([C:12]1[O:13][C:14]2[C:20]([F:21])=[CH:19][CH:18]=[C:17]([F:22])[C:15]=2[N:16]=1)[CH2:9][C:10]#[CH:11]. No catalyst specified. The product is [F:22][C:17]1[C:15]2[N:16]=[C:12]([CH2:8][CH2:9][C:10]#[C:11][C:2]3[CH:7]=[CH:6][CH:5]=[CH:4][N:3]=3)[O:13][C:14]=2[C:20]([F:21])=[CH:19][CH:18]=1. The yield is 0.140. (2) The reactants are [Cl:1][C:2]1[CH:3]=[N+:4]([O-:27])[CH:5]=[C:6]([Cl:26])[C:7]=1[CH2:8][C@@H:9]([C:11]1[CH:16]=[CH:15][C:14]([O:17][CH:18]([F:20])[F:19])=[C:13]([O:21][CH2:22][CH:23]2[CH2:25][CH2:24]2)[CH:12]=1)[OH:10].[CH3:28][S:29][C:30]1[CH:35]=[CH:34][C:33]([N:36]([CH2:41][C:42](O)=[O:43])[S:37]([CH3:40])(=[O:39])=[O:38])=[CH:32][CH:31]=1.C(Cl)CCl. The catalyst is CN(C1C=CN=CC=1)C.CN(C=O)C.O. The product is [Cl:1][C:2]1[CH:3]=[N+:4]([O-:27])[CH:5]=[C:6]([Cl:26])[C:7]=1[CH2:8][C@@H:9]([C:11]1[CH:16]=[CH:15][C:14]([O:17][CH:18]([F:20])[F:19])=[C:13]([O:21][CH2:22][CH:23]2[CH2:25][CH2:24]2)[CH:12]=1)[O:10][C:42](=[O:43])[CH2:41][N:36]([C:33]1[CH:34]=[CH:35][C:30]([S:29][CH3:28])=[CH:31][CH:32]=1)[S:37]([CH3:40])(=[O:38])=[O:39]. The yield is 0.413. (3) The reactants are Br[CH2:2][CH:3]1[O:8][C:7]2=[CH:9][S:10][CH:11]=[C:6]2[O:5][CH2:4]1.[C:12]([O-:20])(=[O:19])[C:13]1[CH:18]=[CH:17][CH:16]=[CH:15][CH:14]=1.[NH4+].CS(C)=O. The catalyst is O. The product is [C:12]([O:20][CH2:2][CH:3]1[CH2:4][O:5][C:6]2=[CH:11][S:10][CH:9]=[C:7]2[O:8]1)(=[O:19])[C:13]1[CH:18]=[CH:17][CH:16]=[CH:15][CH:14]=1. The yield is 0.710. (4) The product is [NH:9]([C:10]1[CH:15]=[C:14]([N:16]([CH3:18])[CH3:17])[CH:13]=[CH:12][N:11]=1)[NH2:8]. The yield is 0.870. The reactants are C1(C(C2C=CC=CC=2)=[N:8][NH:9][C:10]2[CH:15]=[C:14]([N:16]([CH3:18])[CH3:17])[CH:13]=[CH:12][N:11]=2)C=CC=CC=1.Cl. The catalyst is C1(C)C=CC=CC=1.